From a dataset of Catalyst prediction with 721,799 reactions and 888 catalyst types from USPTO. Predict which catalyst facilitates the given reaction. (1) The catalyst class is: 1. Reactant: [S:1]1[CH:5]=[CH:4][CH:3]=[C:2]1[N:6]([C:8]([O:10][C:11]([CH3:14])([CH3:13])[CH3:12])=[O:9])[NH2:7].C(N(CC)CC)C.[Cl:22][C:23]1[CH:31]=[CH:30][C:26]([C:27](Cl)=[O:28])=[CH:25][CH:24]=1. Product: [Cl:22][C:23]1[CH:31]=[CH:30][C:26]([C:27]([NH:7][N:6]([C:2]2[S:1][CH:5]=[CH:4][CH:3]=2)[C:8]([O:10][C:11]([CH3:14])([CH3:13])[CH3:12])=[O:9])=[O:28])=[CH:25][CH:24]=1. (2) Reactant: [C:1]([O:5][C:6]([N:8]1[CH2:13][CH2:12][N:11]([C:14]2[CH:19]=[CH:18][CH:17]=[C:16](Br)[CH:15]=2)[CH2:10][CH2:9]1)=[O:7])([CH3:4])([CH3:3])[CH3:2].[N:21]1([CH2:26][CH2:27][NH2:28])[CH2:25][CH2:24][CH2:23][CH2:22]1.CC1(C)C2C(=C(P(C3C=CC=CC=3)C3C=CC=CC=3)C=CC=2)OC2C(P(C3C=CC=CC=3)C3C=CC=CC=3)=CC=CC1=2.CC([O-])(C)C.[Na+]. Product: [C:1]([O:5][C:6]([N:8]1[CH2:13][CH2:12][N:11]([C:14]2[CH:19]=[CH:18][CH:17]=[C:16]([NH:28][CH2:27][CH2:26][N:21]3[CH2:25][CH2:24][CH2:23][CH2:22]3)[CH:15]=2)[CH2:10][CH2:9]1)=[O:7])([CH3:4])([CH3:3])[CH3:2]. The catalyst class is: 62. (3) Reactant: [N:1]([C:4]1[CH:9]=[C:8]([C:10]([O:12]C)=[O:11])[CH:7]=[C:6]([O:14][CH3:15])[C:5]=1[C:16]([O:18]C)=O)=[C:2]=[S:3].[CH3:20][O:21][C:22]1[CH:23]=[CH:24][C:25]([NH2:30])=[N:26][C:27]=1[O:28][CH3:29].[OH-].[Na+]. Product: [CH3:20][O:21][C:22]1[CH:23]=[CH:24][C:25]([N:30]2[C:16](=[O:18])[C:5]3[C:4](=[CH:9][C:8]([C:10]([OH:12])=[O:11])=[CH:7][C:6]=3[O:14][CH3:15])[NH:1][C:2]2=[S:3])=[N:26][C:27]=1[O:28][CH3:29]. The catalyst class is: 1. (4) Reactant: [C:1]([CH2:3][C:4]1[S:5][CH:6]=[CH:7][C:8]=1[C:9]#[N:10])#[N:2].[BrH:11].[OH-].[Na+]. Product: [NH2:2][C:1]1[N:10]=[C:9]([Br:11])[C:8]2[CH:7]=[CH:6][S:5][C:4]=2[CH:3]=1. The catalyst class is: 15.